Regression. Given a peptide amino acid sequence and an MHC pseudo amino acid sequence, predict their binding affinity value. This is MHC class I binding data. From a dataset of Peptide-MHC class I binding affinity with 185,985 pairs from IEDB/IMGT. (1) The MHC is HLA-A25:01 with pseudo-sequence HLA-A25:01. The peptide sequence is KTFEWGVFY. The binding affinity (normalized) is 0.0847. (2) The peptide sequence is DESKKEINLL. The MHC is HLA-B44:03 with pseudo-sequence HLA-B44:03. The binding affinity (normalized) is 0. (3) The peptide sequence is VELKHFFFA. The MHC is HLA-B44:02 with pseudo-sequence HLA-B44:02. The binding affinity (normalized) is 0.107. (4) The peptide sequence is IQRRGAQFQ. The MHC is HLA-A01:01 with pseudo-sequence HLA-A01:01. The binding affinity (normalized) is 0.0847. (5) The peptide sequence is AIHNVVHAI. The MHC is HLA-A02:01 with pseudo-sequence HLA-A02:01. The binding affinity (normalized) is 0.528. (6) The peptide sequence is DIVKGLSGY. The MHC is HLA-A24:03 with pseudo-sequence HLA-A24:03. The binding affinity (normalized) is 0.0847. (7) The peptide sequence is DIVNNFITK. The MHC is HLA-A33:01 with pseudo-sequence HLA-A33:01. The binding affinity (normalized) is 0.0576.